Task: Predict the reactants needed to synthesize the given product.. Dataset: Full USPTO retrosynthesis dataset with 1.9M reactions from patents (1976-2016) (1) Given the product [CH2:7]([C:8]1[O:9][C:12]([C:11]([O:17][CH2:18][CH3:19])=[O:16])=[C:13]([CH3:15])[N:10]=1)[C:1]1[CH:6]=[CH:5][CH:4]=[CH:3][CH:2]=1, predict the reactants needed to synthesize it. The reactants are: [C:1]1([CH2:7][C:8]([NH2:10])=[O:9])[CH:6]=[CH:5][CH:4]=[CH:3][CH:2]=1.[C:11]([O:17][CH2:18][CH2:19]Cl)(=[O:16])[CH2:12][C:13]([CH3:15])=O. (2) Given the product [C:1]([C:5]1[CH:6]=[C:7]([CH2:11][CH2:12][CH:13]=[O:19])[CH:8]=[CH:9][CH:10]=1)([CH3:4])([CH3:3])[CH3:2], predict the reactants needed to synthesize it. The reactants are: [C:1]([C:5]1[CH:10]=[CH:9][CH:8]=[C:7]([CH:11]=[CH2:12])[CH:6]=1)([CH3:4])([CH3:3])[CH3:2].[C:13]1([O:19]P(OC2C=CC=CC=2)OC2C=CC=CC=2)C=CC=CC=1.[H][H].[C]=O. (3) Given the product [CH2:12]([O:16][C:17](=[O:21])[C@H:18]([CH3:20])[NH:19][C:9](=[O:11])[CH2:8][C:5]1[CH:4]=[CH:3][C:2]([CH3:1])=[CH:7][CH:6]=1)[CH:13]([CH3:15])[CH3:14], predict the reactants needed to synthesize it. The reactants are: [CH3:1][C:2]1[CH:7]=[CH:6][C:5]([CH2:8][C:9]([OH:11])=O)=[CH:4][CH:3]=1.[CH2:12]([O:16][C:17](=[O:21])[C@H:18]([CH3:20])[NH2:19])[CH:13]([CH3:15])[CH3:14]. (4) Given the product [CH2:27]([O:34][C:35]([N:13]1[CH2:14][C@H:9]([NH:8][C:6]([O:5][C:1]([CH3:4])([CH3:2])[CH3:3])=[O:7])[CH2:10][C@H:11]([C:15]([OH:17])=[O:16])[CH2:12]1)=[O:36])[C:28]1[CH:33]=[CH:32][CH:31]=[CH:30][CH:29]=1, predict the reactants needed to synthesize it. The reactants are: [C:1]([O:5][C:6]([NH:8][C@H:9]1[CH2:14][NH:13][CH2:12][C@@H:11]([C:15]([OH:17])=[O:16])[CH2:10]1)=[O:7])([CH3:4])([CH3:3])[CH3:2].CCN(C(C)C)C(C)C.[CH2:27]([O:34][C:35](ON1C(=O)CCC1=O)=[O:36])[C:28]1[CH:33]=[CH:32][CH:31]=[CH:30][CH:29]=1. (5) Given the product [Br:19][C:20]1[CH:21]=[C:22]2[C:23](=[C:24]3[CH:25]=[CH:26][CH:27]=[CH:28][C:29]=13)[N:30]=[C:31]([O:38][CH2:39][CH3:40])[CH:32]=[C:33]2[OH:35], predict the reactants needed to synthesize it. The reactants are: BrC1C=CC(C2C(N)=CC(OC)=CC=2)=CC=1OC.[Br:19][C:20]1[C:29]2[C:24](=[CH:25][CH:26]=[CH:27][CH:28]=2)[C:23](/[N:30]=[C:31](/[O:38][CH2:39][CH3:40])\[CH2:32][C:33]([O:35]CC)=O)=[CH:22][CH:21]=1. (6) Given the product [F:12][C:14]1([CH2:20][CH2:21][CH:22]2[C:30]3[C:25](=[CH:26][CH:27]=[CH:28][CH:29]=3)[C:24]3=[CH:31][N:32]=[CH:33][N:23]23)[CH2:19][CH2:18][CH2:17][CH2:16][CH2:15]1, predict the reactants needed to synthesize it. The reactants are: [B-](F)(F)(F)F.CCN([S+](F)[F:12])CC.[CH:14]1([CH:20](O)[CH2:21][CH:22]2[C:30]3[C:25](=[CH:26][CH:27]=[CH:28][CH:29]=3)[C:24]3=[CH:31][N:32]=[CH:33][N:23]23)[CH2:19][CH2:18][CH2:17][CH2:16][CH2:15]1.C(N(CC)CC)C.[H][H]. (7) Given the product [C:47]([O:51][C:52]([N:54]1[CH2:59][CH2:58][CH:57]([NH:60][C:22]([C:14]2[N:13]([CH2:12][C:9]3[CH:8]=[C:7]([C:5]4[S:6][C:2]([Cl:1])=[CH:3][CH:4]=4)[O:11][N:10]=3)[C:21]3[C:16]([CH:15]=2)=[CH:17][CH:18]=[CH:19][CH:20]=3)=[O:23])[CH2:56][CH2:55]1)=[O:53])([CH3:50])([CH3:48])[CH3:49], predict the reactants needed to synthesize it. The reactants are: [Cl:1][C:2]1[S:6][C:5]([C:7]2[O:11][N:10]=[C:9]([CH2:12][N:13]3[C:21]4[C:16](=[CH:17][CH:18]=[CH:19][CH:20]=4)[CH:15]=[C:14]3[C:22](O)=[O:23])[CH:8]=2)=[CH:4][CH:3]=1.[B-](F)(F)(F)F.CCOC(C(C#N)=NOC(N(C)C)=[N+](C)C)=O.[C:47]([O:51][C:52]([N:54]1[CH2:59][CH2:58][CH:57]([NH2:60])[CH2:56][CH2:55]1)=[O:53])([CH3:50])([CH3:49])[CH3:48].